Dataset: Catalyst prediction with 721,799 reactions and 888 catalyst types from USPTO. Task: Predict which catalyst facilitates the given reaction. (1) Product: [F:1][C:2]([F:7])([F:6])[C:3]([O-:5])=[O:4].[Cl:8][CH2:9][C@H:10]([OH:21])[CH2:11][NH3+:13]. Reactant: [F:1][C:2]([F:7])([F:6])[C:3]([OH:5])=[O:4].[Cl:8][CH2:9][CH:10]([OH:21])[C@H:11]([NH:13]C(=O)OC(C)(C)C)C. The catalyst class is: 4. (2) Reactant: [NH2:1][CH:2]1[CH2:11][C:10]2[C:5](=[N:6][CH:7]=[CH:8][CH:9]=2)[NH:4][C:3]1=[O:12].C(OC([NH:20][C@H:21]([CH2:26][C:27]1[CH:32]=[C:31]([F:33])[CH:30]=[CH:29][C:28]=1[F:34])[CH2:22][C:23](O)=[O:24])=O)(C)(C)C.CCN=C=NCCCN(C)C.Cl.C1C=CC2N(O)N=NC=2C=1. Product: [NH2:20][C@H:21]([CH2:26][C:27]1[CH:32]=[C:31]([F:33])[CH:30]=[CH:29][C:28]=1[F:34])[CH2:22][C:23]([NH:1][CH:2]1[CH2:11][C:10]2[C:5](=[N:6][CH:7]=[CH:8][CH:9]=2)[NH:4][C:3]1=[O:12])=[O:24]. The catalyst class is: 10. (3) Reactant: C[O:2][C:3](=[O:41])[C:4]1[CH:9]=[CH:8][C:7]([O:10][CH2:11][CH2:12][CH2:13][O:14]/[N:15]=[CH:16]/[C:17]2[CH:22]=[CH:21][C:20]([C:23](F)(F)F)=[CH:19][CH:18]=2)=[CH:6][C:5]=1[NH:27][C:28](=[O:40])[C:29]1[CH:34]=[CH:33][C:32]([O:35][C:36]([F:39])([F:38])[F:37])=[CH:31][CH:30]=1.CO.[OH-].[Li+]. Product: [C:20]1([C:23]2[CH:8]=[CH:9][CH:4]=[CH:5][CH:6]=2)[CH:21]=[CH:22][C:17](/[CH:16]=[N:15]/[O:14][CH2:13][CH2:12][CH2:11][O:10][C:7]2[CH:8]=[CH:9][C:4]([C:3]([OH:2])=[O:41])=[C:5]([NH:27][C:28](=[O:40])[C:29]3[CH:30]=[CH:31][C:32]([O:35][C:36]([F:37])([F:38])[F:39])=[CH:33][CH:34]=3)[CH:6]=2)=[CH:18][CH:19]=1. The catalyst class is: 7. (4) Reactant: N#N.C[O:4][C:5]([C:7]1[N:8]=[CH:9][O:10][C:11]=1[C:12]1[CH:17]=[CH:16][CH:15]=[C:14]([CH2:18][OH:19])[CH:13]=1)=[O:6].[OH-].[Na+].Cl. Product: [OH:19][CH2:18][C:14]1[CH:13]=[C:12]([C:11]2[O:10][CH:9]=[N:8][C:7]=2[C:5]([OH:6])=[O:4])[CH:17]=[CH:16][CH:15]=1. The catalyst class is: 1. (5) Reactant: CN(C(ON1N=NC2C=CC=NC1=2)=[N+](C)C)C.F[P-](F)(F)(F)(F)F.[F:25][C:26]([F:44])([F:43])[C:27]1[CH:32]=[CH:31][CH:30]=[CH:29][C:28]=1[C:33]1[CH:34]=[CH:35][C:36]2[N:37]([C:39]([NH2:42])=[CH:40][N:41]=2)[N:38]=1.[CH3:45][C:46]1[N:47]=[CH:48][C:49]([C:52](O)=[O:53])=[N:50][CH:51]=1.CCN(C(C)C)C(C)C. Product: [CH3:45][C:46]1[N:47]=[CH:48][C:49]([C:52]([NH:42][C:39]2[N:37]3[N:38]=[C:33]([C:28]4[CH:29]=[CH:30][CH:31]=[CH:32][C:27]=4[C:26]([F:25])([F:43])[F:44])[CH:34]=[CH:35][C:36]3=[N:41][CH:40]=2)=[O:53])=[N:50][CH:51]=1. The catalyst class is: 287. (6) Reactant: [CH3:1][N:2]1[CH:6]=[C:5]([C:7]2[S:8][C:9]([CH3:12])=[CH:10][CH:11]=2)[N:4]=[CH:3]1.[Li]CCCC.[I:18]I.[NH4+].[Cl-]. Product: [I:18][C:3]1[N:2]([CH3:1])[CH:6]=[C:5]([C:7]2[S:8][C:9]([CH3:12])=[CH:10][CH:11]=2)[N:4]=1. The catalyst class is: 1.